Dataset: Forward reaction prediction with 1.9M reactions from USPTO patents (1976-2016). Task: Predict the product of the given reaction. (1) Given the reactants C(OC([N:11]1[CH2:16][CH2:15][N:14]([C:17]([C:19]([NH:22][C:23]([CH2:25]/[CH:26]=[CH:27]/[C:28]2[CH:33]=[CH:32][C:31]([C:34]#[C:35][C:36]3[CH:44]=[CH:43][CH:42]=[C:41]4[C:37]=3[C:38]([O:45][C@@H:46]3[O:72][C@H:71]([CH2:73][O:74][C:75](=[O:80])[C:76]([CH3:79])([CH3:78])[CH3:77])[C@@H:63]([O:64][C:65](=[O:70])[C:66]([CH3:69])([CH3:68])[CH3:67])[C@H:55]([O:56][C:57](=[O:62])[C:58]([CH3:61])([CH3:60])[CH3:59])[C@H:47]3[O:48][C:49](=[O:54])[C:50]([CH3:53])([CH3:52])[CH3:51])=[N:39][NH:40]4)=[CH:30][CH:29]=2)=[O:24])([CH3:21])[CH3:20])=[O:18])[CH2:13][CH2:12]1)=O)C1C=CC=CC=1, predict the reaction product. The product is: [N:14]1([C:17]([C:19]([NH:22][C:23]([CH2:25][CH2:26][CH2:27][C:28]2[CH:29]=[CH:30][C:31]([CH2:34][CH2:35][C:36]3[CH:44]=[CH:43][CH:42]=[C:41]4[C:37]=3[C:38]([O:45][C@@H:46]3[O:72][C@H:71]([CH2:73][O:74][C:75](=[O:80])[C:76]([CH3:79])([CH3:78])[CH3:77])[C@@H:63]([O:64][C:65](=[O:70])[C:66]([CH3:69])([CH3:68])[CH3:67])[C@H:55]([O:56][C:57](=[O:62])[C:58]([CH3:59])([CH3:60])[CH3:61])[C@H:47]3[O:48][C:49](=[O:54])[C:50]([CH3:51])([CH3:52])[CH3:53])=[N:39][NH:40]4)=[CH:32][CH:33]=2)=[O:24])([CH3:21])[CH3:20])=[O:18])[CH2:15][CH2:16][NH:11][CH2:12][CH2:13]1. (2) Given the reactants Cl.[NH2:2][CH2:3][C:4]1[N:5]=[C:6]([NH:9][C:10]([NH:12][CH2:13][C:14]2[C:19]([O:20][CH3:21])=[CH:18][CH:17]=[CH:16][C:15]=2[O:22][CH3:23])=[NH:11])[S:7][CH:8]=1.[CH2:24]([S:28](Cl)(=[O:30])=[O:29])[CH2:25][CH2:26][CH3:27].CN1CCOCC1, predict the reaction product. The product is: [CH3:21][O:20][C:19]1[CH:18]=[CH:17][CH:16]=[C:15]([O:22][CH3:23])[C:14]=1[CH2:13][NH:12][C:10]([NH:9][C:6]1[S:7][CH:8]=[C:4]([CH2:3][NH:2][S:28]([CH2:24][CH2:25][CH2:26][CH3:27])(=[O:30])=[O:29])[N:5]=1)=[NH:11]. (3) The product is: [C:30]([C:29]1[CH:32]=[CH:33][C:26]([N:11]2[C:12]3[C:17](=[CH:16][CH:15]=[CH:14][CH:13]=3)[N:8]([C:6]([O:5][C:1]([CH3:4])([CH3:2])[CH3:3])=[O:7])[CH2:9][CH2:10]2)=[CH:27][CH:28]=1)#[N:31]. Given the reactants [C:1]([O:5][C:6]([N:8]1[C:17]2[C:12](=[CH:13][CH:14]=[CH:15][CH:16]=2)[NH:11][CH2:10][CH2:9]1)=[O:7])([CH3:4])([CH3:3])[CH3:2].CN1CCCC1=O.F[C:26]1[CH:33]=[CH:32][C:29]([C:30]#[N:31])=[CH:28][CH:27]=1.CC(C)([O-])C.[K+], predict the reaction product. (4) The product is: [CH2:1]([NH:8][C:9](=[O:18])[NH:10][CH2:11][C:12]1([C:15]([NH:19][C@@H:20]([CH2:43][C:44]2[CH:49]=[CH:48][C:47]([O:50][C:51]([CH3:53])([CH3:52])[CH3:54])=[CH:46][CH:45]=2)[C:21]([N:23]([CH2:35][CH:36]([O:37][CH2:38][CH3:39])[O:40][CH2:41][CH3:42])[CH2:24][C:25]2[CH:26]=[CH:27][CH:28]=[C:29]3[C:34]=2[N:33]=[CH:32][CH:31]=[CH:30]3)=[O:22])=[O:17])[CH2:13][CH2:14]1)[C:2]1[CH:3]=[CH:4][CH:5]=[CH:6][CH:7]=1. Given the reactants [CH2:1]([NH:8][C:9](=[O:18])[NH:10][CH2:11][C:12]1([C:15]([OH:17])=O)[CH2:14][CH2:13]1)[C:2]1[CH:7]=[CH:6][CH:5]=[CH:4][CH:3]=1.[NH2:19][C@@H:20]([CH2:43][C:44]1[CH:49]=[CH:48][C:47]([O:50][C:51]([CH3:54])([CH3:53])[CH3:52])=[CH:46][CH:45]=1)[C:21]([N:23]([CH2:35][CH:36]([O:40][CH2:41][CH3:42])[O:37][CH2:38][CH3:39])[CH2:24][C:25]1[CH:26]=[CH:27][CH:28]=[C:29]2[C:34]=1[N:33]=[CH:32][CH:31]=[CH:30]2)=[O:22], predict the reaction product. (5) Given the reactants [NH2:1][C:2]1[CH:7]=[C:6]([N:8]2[CH2:12][CH2:11][C@:10]([CH:15]3[CH2:17][CH2:16]3)([C:13]#[N:14])[C:9]2=[O:18])[CH:5]=[CH:4][N:3]=1.[F:19][C:20]1[CH:28]=[CH:27][C:23]([C:24](O)=[O:25])=[CH:22][CH:21]=1.CN(C(ON1N=NC2C=CC=NC1=2)=[N+](C)C)C.F[P-](F)(F)(F)(F)F.C(=O)([O-])O.[Na+], predict the reaction product. The product is: [C:13]([C@@:10]1([CH:15]2[CH2:17][CH2:16]2)[CH2:11][CH2:12][N:8]([C:6]2[CH:5]=[CH:4][N:3]=[C:2]([NH:1][C:24](=[O:25])[C:23]3[CH:27]=[CH:28][C:20]([F:19])=[CH:21][CH:22]=3)[CH:7]=2)[C:9]1=[O:18])#[N:14]. (6) Given the reactants [NH2:1][C@@H:2]([C:7]1[O:11][N:10]=[C:9]([CH3:12])[C:8]=1[C:13]1[CH:23]=[CH:22][CH:21]=[CH:20][C:14]=1[C:15](OCC)=[O:16])[C:3]([F:6])([F:5])[F:4].C1COCC1.C([Mg]Cl)(C)C, predict the reaction product. The product is: [CH3:12][C:9]1[C:8]2[C:13]3[CH:23]=[CH:22][CH:21]=[CH:20][C:14]=3[C:15](=[O:16])[NH:1][CH:2]([C:3]([F:6])([F:5])[F:4])[C:7]=2[O:11][N:10]=1. (7) Given the reactants [F:1][C:2]1[CH:7]=[CH:6][C:5]([CH:8]2[C:17]([CH3:19])([CH3:18])[CH2:16][C:15]3[C:10](=[CH:11][CH:12]=[C:13]([C:20]([O:22][CH3:23])=[O:21])[CH:14]=3)[NH:9]2)=[CH:4][C:3]=1[N+:24]([O-])=O.C(N(CC)C(C)C)(C)C.[C:36](Cl)(=[O:40])[CH:37]([CH3:39])[CH3:38], predict the reaction product. The product is: [CH3:23][O:22][C:20]([C:13]1[CH:14]=[C:15]2[C:10](=[CH:11][CH:12]=1)[NH:9][CH:8]([C:5]1[CH:6]=[CH:7][C:2]([F:1])=[C:3]([NH:24][C:36](=[O:40])[CH:37]([CH3:39])[CH3:38])[CH:4]=1)[C:17]([CH3:19])([CH3:18])[CH2:16]2)=[O:21]. (8) Given the reactants [F:1][C:2]1[CH:7]=[CH:6][C:5]([CH:8]=[C:9]([CH3:14])[C:10]([O:12]C)=[O:11])=[CH:4][C:3]=1[O:15][CH3:16].[OH-].[Na+].Cl, predict the reaction product. The product is: [F:1][C:2]1[CH:7]=[CH:6][C:5]([CH:8]=[C:9]([CH3:14])[C:10]([OH:12])=[O:11])=[CH:4][C:3]=1[O:15][CH3:16].